The task is: Binary Classification. Given a drug SMILES string, predict its activity (active/inactive) in a high-throughput screening assay against a specified biological target.. This data is from Cav3 T-type calcium channel HTS with 100,875 compounds. (1) The drug is s1c(c(c(c1NC(=O)c1occc1)C(OC)=O)C)C. The result is 0 (inactive). (2) The compound is S(CC(=O)Nc1c(ccc(c1)C(OC)=O)C(OC)=O)c1ncccc1. The result is 0 (inactive). (3) The compound is FC(F)(F)c1c(CN2CCN(CC2)CC)ccc(NC(=O)c2cc(NC(=O)C3=NN(C(=O)C3)c3ccccc3)cc(OC)c2)c1. The result is 0 (inactive). (4) The drug is Cl\C(Cl)=C(\S(=O)(=O)c1ccccc1)NC(OC)=O. The result is 0 (inactive). (5) The compound is O(c1c(ccc(OC)c1)/C=C\C(=O)c1c(O)cc(OC)cc1)C. The result is 0 (inactive). (6) The drug is Clc1ccc(n2nnnc2c2c(nc(N3CCCC3)nc2)C(F)(F)F)cc1. The result is 1 (active).